Dataset: Full USPTO retrosynthesis dataset with 1.9M reactions from patents (1976-2016). Task: Predict the reactants needed to synthesize the given product. (1) The reactants are: N1C2C(=NC=CC=2)N([O:10][C:11]2[C:12]3[CH:19]=[CH:18][S:17][C:13]=3[N:14]=[CH:15][N:16]=2)N=1.[C:20]1(B(O)O)[CH:25]=[CH:24][CH:23]=[CH:22][CH:21]=1.C([O-])([O-])=O.[Cs+].[Cs+]. Given the product [O:10]([C:11]1[C:12]2[CH:19]=[CH:18][S:17][C:13]=2[N:14]=[CH:15][N:16]=1)[C:20]1[CH:25]=[CH:24][CH:23]=[CH:22][CH:21]=1, predict the reactants needed to synthesize it. (2) Given the product [Br:24][CH2:1][C:2]1[CH:7]=[CH:6][C:5]([C:8]2[C:9]([C:14]([NH2:16])=[O:15])=[CH:10][CH:11]=[CH:12][CH:13]=2)=[CH:4][CH:3]=1, predict the reactants needed to synthesize it. The reactants are: [CH3:1][C:2]1[CH:7]=[CH:6][C:5]([C:8]2[C:9]([C:14]([NH2:16])=[O:15])=[CH:10][CH:11]=[CH:12][CH:13]=2)=[CH:4][CH:3]=1.C1C(=O)N([Br:24])C(=O)C1.CC(N=NC(C#N)(C)C)(C#N)C.